Dataset: Full USPTO retrosynthesis dataset with 1.9M reactions from patents (1976-2016). Task: Predict the reactants needed to synthesize the given product. (1) The reactants are: C([O:3][CH:4](OCC)[C:5]1[S:6][C:7]([CH:15]([CH3:17])[CH3:16])=[C:8]([C:10]([O:12][CH2:13][CH3:14])=[O:11])[N:9]=1)C. Given the product [CH:4]([C:5]1[S:6][C:7]([CH:15]([CH3:16])[CH3:17])=[C:8]([C:10]([O:12][CH2:13][CH3:14])=[O:11])[N:9]=1)=[O:3], predict the reactants needed to synthesize it. (2) Given the product [F:11][C:5]1[CH:6]=[C:7]2[C:8]([NH2:14])=[N:10][NH:3][C:2]2=[N:29][CH:4]=1, predict the reactants needed to synthesize it. The reactants are: Cl[C:2]1[C:7]([C:8]([NH2:10])=O)=[CH:6][C:5]([F:11])=[CH:4][N:3]=1.ClC1C(C(O)=O)=CC(F)=C[N:14]=1.C(Cl)(=O)C(Cl)=O.[NH3:29]. (3) Given the product [I-:25].[CH:1]([C:4]1[CH:23]=[CH:22][CH:21]=[CH:20][C:5]=1[C:6]([O:8][CH:9]([CH3:19])[CH2:10][N+:11]([CH3:24])([CH3:12])[CH:13]1[CH2:18][CH2:17][CH2:16][CH2:15][CH2:14]1)=[O:7])([CH3:2])[CH3:3], predict the reactants needed to synthesize it. The reactants are: [CH:1]([C:4]1[CH:23]=[CH:22][CH:21]=[CH:20][C:5]=1[C:6]([O:8][CH:9]([CH3:19])[CH2:10][N:11]([CH:13]1[CH2:18][CH2:17][CH2:16][CH2:15][CH2:14]1)[CH3:12])=[O:7])([CH3:3])[CH3:2].[CH3:24][I:25]. (4) The reactants are: [F:1][C:2]([F:6])([F:5])[CH2:3][OH:4].F[C:8]1[C:13]([I:14])=[CH:12][CH:11]=[CH:10][N:9]=1. Given the product [I:14][C:13]1[C:8]([O:4][CH2:3][C:2]([F:6])([F:5])[F:1])=[N:9][CH:10]=[CH:11][CH:12]=1, predict the reactants needed to synthesize it. (5) Given the product [CH3:1][O:2][C:3]([C:5]1[C@H:6]([C:26]2[CH:31]=[CH:30][C:29]([F:32])=[CH:28][C:27]=2[Cl:33])[N:7]=[C:8]([C:21]2[S:22][CH:23]=[CH:24][N:25]=2)[NH:9][C:10]=1[CH2:11][N:12]1[CH:13]2[CH2:20][N:19]([C:41](=[O:43])[CH3:42])[CH2:18][CH:17]1[CH2:16][O:15][CH2:14]2)=[O:4], predict the reactants needed to synthesize it. The reactants are: [CH3:1][O:2][C:3]([C:5]1[C@H:6]([C:26]2[CH:31]=[CH:30][C:29]([F:32])=[CH:28][C:27]=2[Cl:33])[N:7]=[C:8]([C:21]2[S:22][CH:23]=[CH:24][N:25]=2)[NH:9][C:10]=1[CH2:11][N:12]1[CH:17]2[CH2:18][NH:19][CH2:20][CH:13]1[CH2:14][O:15][CH2:16]2)=[O:4].C(N(CC)CC)C.[C:41](Cl)(=[O:43])[CH3:42]. (6) Given the product [Cl:26][C:14]1[C:15]2[C:20](=[CH:19][CH:18]=[C:17]([O:21][CH3:22])[CH:16]=2)[C:11]([C:5]2[CH:6]=[CH:7][C:8]([O:9][CH3:10])=[C:3]([O:2][CH3:1])[CH:4]=2)=[N:12][N:13]=1, predict the reactants needed to synthesize it. The reactants are: [CH3:1][O:2][C:3]1[CH:4]=[C:5]([C:11]2[C:20]3[C:15](=[CH:16][C:17]([O:21][CH3:22])=[CH:18][CH:19]=3)[C:14](=O)[NH:13][N:12]=2)[CH:6]=[CH:7][C:8]=1[O:9][CH3:10].P(Cl)(Cl)([Cl:26])=O. (7) Given the product [CH2:1]([C:5]1[N:6]([CH2:18][CH2:19][CH2:20][NH:21][C:22](=[O:28])[O:23][C:24]([CH3:27])([CH3:26])[CH3:25])[C:7]2[C:16]3[CH:15]=[CH:14][CH:13]=[CH:12][C:11]=3[N+:10]([O-:34])=[CH:9][C:8]=2[N:17]=1)[CH2:2][CH2:3][CH3:4], predict the reactants needed to synthesize it. The reactants are: [CH2:1]([C:5]1[N:6]([CH2:18][CH2:19][CH2:20][NH:21][C:22](=[O:28])[O:23][C:24]([CH3:27])([CH3:26])[CH3:25])[C:7]2[C:16]3[CH:15]=[CH:14][CH:13]=[CH:12][C:11]=3[N:10]=[CH:9][C:8]=2[N:17]=1)[CH2:2][CH2:3][CH3:4].ClC1C=C(C=CC=1)C(OO)=[O:34]. (8) Given the product [OH:31][C:32]1[C:33](=[O:46])[CH:34]=[C:35]([C:39]([OH:44])([OH:45])[C:40]([F:41])([F:42])[F:43])[N:36]([CH3:38])[CH:37]=1, predict the reactants needed to synthesize it. The reactants are: C(OC1C(=O)C=C(C(O)=O)N(CC(F)(F)F)C=1)C1C=CC=CC=1.C([O:31][C:32]1[C:33](=[O:46])[CH:34]=[C:35]([C:39]([OH:45])([OH:44])[C:40]([F:43])([F:42])[F:41])[N:36]([CH3:38])[CH:37]=1)C1C=CC=CC=1.Cl.[OH-].[Na+].